Dataset: Full USPTO retrosynthesis dataset with 1.9M reactions from patents (1976-2016). Task: Predict the reactants needed to synthesize the given product. The reactants are: [F:1][C:2]([F:21])([F:20])[S:3](N(C1C=CC=CC=1)[S:3]([C:2]([F:21])([F:20])[F:1])(=[O:5])=[O:4])(=[O:5])=[O:4].[NH2:22][C:23]1[C:28]([C:29]2[O:30][C:31]3[C:32](=[C:34]([OH:38])[CH:35]=[CH:36][CH:37]=3)[N:33]=2)=[CH:27][CH:26]=[CH:25][N:24]=1.C(=O)([O-])[O-].[K+].[K+]. Given the product [NH2:22][C:23]1[C:28]([C:29]2[O:30][C:31]3[CH:37]=[CH:36][CH:35]=[C:34]([O:38][S:3]([C:2]([F:21])([F:20])[F:1])(=[O:5])=[O:4])[C:32]=3[N:33]=2)=[CH:27][CH:26]=[CH:25][N:24]=1, predict the reactants needed to synthesize it.